Dataset: Catalyst prediction with 721,799 reactions and 888 catalyst types from USPTO. Task: Predict which catalyst facilitates the given reaction. (1) Reactant: [Br:1][C:2]1[CH:7]=[CH:6][C:5]([CH2:8][C@H:9]([NH:13][C:14]([O:16][C:17]([CH3:20])([CH3:19])[CH3:18])=[O:15])[C:10](O)=[O:11])=[CH:4][CH:3]=1.C[N+:22]1(C2N=C(OC)N=C(OC)N=2)CCOCC1.[Cl-].N.O. Product: [NH2:22][C:10](=[O:11])[C@@H:9]([NH:13][C:14](=[O:15])[O:16][C:17]([CH3:20])([CH3:19])[CH3:18])[CH2:8][C:5]1[CH:6]=[CH:7][C:2]([Br:1])=[CH:3][CH:4]=1. The catalyst class is: 2. (2) Reactant: [NH2:1][C:2]1[N:7]=[C:6]([NH2:8])[C:5]([O:9][C:10]2[C:11]([CH:21]([CH3:23])[CH3:22])=[CH:12][C:13]([O:19][CH3:20])=[C:14]([CH:18]=2)[C:15]([NH2:17])=O)=[CH:4][N:3]=1.COC1C=CC(P2(SP(C3C=CC(OC)=CC=3)(=S)S2)=[S:33])=CC=1. Product: [NH2:1][C:2]1[N:7]=[C:6]([NH2:8])[C:5]([O:9][C:10]2[C:11]([CH:21]([CH3:23])[CH3:22])=[CH:12][C:13]([O:19][CH3:20])=[C:14]([CH:18]=2)[C:15]([NH2:17])=[S:33])=[CH:4][N:3]=1. The catalyst class is: 1. (3) Reactant: S(Cl)([Cl:3])=O.[CH3:5][O:6][C:7]1[CH:8]=[C:9]2[C:14](=[CH:15][CH:16]=1)[CH:13]=[C:12]([C@H:17]([CH3:21])[C:18](O)=[O:19])[CH:11]=[CH:10]2.CN(C=O)C. Product: [CH3:5][O:6][C:7]1[CH:8]=[C:9]2[C:14](=[CH:15][CH:16]=1)[CH:13]=[C:12]([C@H:17]([CH3:21])[C:18]([Cl:3])=[O:19])[CH:11]=[CH:10]2. The catalyst class is: 22. (4) Reactant: [N:1]1([C:7]([O:9][C:10]([CH3:13])([CH3:12])[CH3:11])=[O:8])[CH2:6][CH2:5][NH:4][CH2:3][CH2:2]1.CCN(C(C)C)C(C)C.[Br:23][C:24]1[CH:29]=[CH:28][C:27]([C:30]([F:33])([F:32])[F:31])=[CH:26][C:25]=1[S:34](Cl)(=[O:36])=[O:35]. Product: [Br:23][C:24]1[CH:29]=[CH:28][C:27]([C:30]([F:32])([F:31])[F:33])=[CH:26][C:25]=1[S:34]([N:4]1[CH2:5][CH2:6][N:1]([C:7]([O:9][C:10]([CH3:13])([CH3:12])[CH3:11])=[O:8])[CH2:2][CH2:3]1)(=[O:36])=[O:35]. The catalyst class is: 4. (5) Reactant: [Br:1][C:2]1[CH:3]=[N:4][C:5](Cl)=[N:6][CH:7]=1.[CH3:9][C:10]1[CH:16]=[CH:15][C:13]([NH2:14])=[CH:12][C:11]=1[N+:17]([O-:19])=[O:18].CS(O)(=O)=O.O. Product: [Br:1][C:2]1[CH:3]=[N:4][C:5]([NH:14][C:13]2[CH:15]=[CH:16][C:10]([CH3:9])=[C:11]([N+:17]([O-:19])=[O:18])[CH:12]=2)=[N:6][CH:7]=1. The catalyst class is: 12. (6) Reactant: [F:1][C:2]1[CH:3]=[C:4]([C:18]#[N:19])[CH:5]=[C:6]([C:8]2[CH:13]=[CH:12][C:11]([C:14]([F:17])([F:16])[F:15])=[CH:10][CH:9]=2)[CH:7]=1.[H][H]. Product: [F:1][C:2]1[CH:3]=[C:4]([CH2:18][NH2:19])[CH:5]=[C:6]([C:8]2[CH:9]=[CH:10][C:11]([C:14]([F:16])([F:17])[F:15])=[CH:12][CH:13]=2)[CH:7]=1. The catalyst class is: 63. (7) Reactant: C(OC([N:8]1[CH2:21][CH2:20][C:11]2[NH:12][C:13](=[O:19])[N:14]([O:17][CH3:18])[C:15](=[O:16])[C:10]=2[CH2:9]1)=O)(C)(C)C.[ClH:22]. Product: [ClH:22].[CH3:18][O:17][N:14]1[C:15](=[O:16])[C:10]2[CH2:9][NH:8][CH2:21][CH2:20][C:11]=2[NH:12][C:13]1=[O:19]. The catalyst class is: 13.